From a dataset of Reaction yield outcomes from USPTO patents with 853,638 reactions. Predict the reaction yield, written as a fraction of the theoretical maximum amount of product (1.0 means a 100% yield; for example, 0.34 means a 34% yield). (1) The reactants are [C:1]([O:5][C:6]([N:8]1[CH2:13][CH2:12][CH:11]([C:14]2[CH:35]=[CH:34][C:17]3[C:18]4[N:22]([CH2:23][CH2:24][O:25][C:16]=3[CH:15]=2)[CH:21]=[C:20]([C:26]2[N:27]([CH:31]([CH3:33])[CH3:32])[N:28]=[CH:29][N:30]=2)[N:19]=4)[C:10](=[O:36])[CH2:9]1)=[O:7])([CH3:4])([CH3:3])[CH3:2].C([BH-](C(CC)C)C(CC)C)(CC)C.[Li+].C(=O)(O)[O-].[Na+]. The catalyst is C1COCC1. The product is [C:1]([O:5][C:6]([N:8]1[CH2:13][CH2:12][C@H:11]([C:14]2[CH:35]=[CH:34][C:17]3[C:18]4[N:22]([CH2:23][CH2:24][O:25][C:16]=3[CH:15]=2)[CH:21]=[C:20]([C:26]2[N:27]([CH:31]([CH3:32])[CH3:33])[N:28]=[CH:29][N:30]=2)[N:19]=4)[C@H:10]([OH:36])[CH2:9]1)=[O:7])([CH3:2])([CH3:4])[CH3:3]. The yield is 0.640. (2) The reactants are C([Li])(C)(C)C.CC[O:8][CH2:9][CH3:10].Br[C:12]1[CH:13]=[C:14]2[C:18](=[CH:19][C:20]=1C)[NH:17][CH:16]=[C:15]2[CH3:22]. The catalyst is CN(C=O)C. The product is [CH3:22][C:15]1[C:14]2[C:18](=[CH:19][C:20]([CH3:12])=[C:10]([CH:9]=[O:8])[CH:13]=2)[NH:17][CH:16]=1. The yield is 0.820. (3) The reactants are [CH3:1][O:2][C:3]1[CH:8]=[CH:7][CH:6]=[CH:5][C:4]=1[S:9]([N:12]([CH3:31])[C:13]1[CH:14]=[CH:15][CH:16]=[C:17]2[C:21]=1[NH:20][C:19]([C:22]1[S:23][CH:24]([CH2:27][C:28]([OH:30])=O)[CH2:25][N:26]=1)=[CH:18]2)(=[O:11])=[O:10].[NH2:32][C:33]1[NH:37][N:36]=[N:35][N:34]=1.N1(O)C2C=CC=CC=2N=N1.Cl.CN(C)CCCN=C=NCC. The catalyst is C(OCC)(=O)C.CN(C)C=O. The product is [CH3:1][O:2][C:3]1[CH:8]=[CH:7][CH:6]=[CH:5][C:4]=1[S:9]([N:12]([CH3:31])[C:13]1[CH:14]=[CH:15][CH:16]=[C:17]2[C:21]=1[NH:20][C:19]([C:22]1[S:23][CH:24]([CH2:27][C:28]([NH:32][C:33]3[NH:37][N:36]=[N:35][N:34]=3)=[O:30])[CH2:25][N:26]=1)=[CH:18]2)(=[O:11])=[O:10]. The yield is 0.560. (4) The reactants are [CH3:1][S:2]([C:5]1[CH:10]=[CH:9][C:8]([NH:11][C:12]([C:14]2[CH:19]=[CH:18][N:17]=[CH:16][CH:15]=2)=[NH:13])=[CH:7][CH:6]=1)(=[O:4])=[O:3].C(=O)(O)[O-].[Na+].Br[CH2:26][C:27](=[O:32])[C:28]([F:31])([F:30])[F:29]. The catalyst is C(O)(C)C. The product is [OH:32][C:27]1([C:28]([F:31])([F:30])[F:29])[CH2:26][N:11]([C:8]2[CH:7]=[CH:6][C:5]([S:2]([CH3:1])(=[O:4])=[O:3])=[CH:10][CH:9]=2)[C:12]([C:14]2[CH:15]=[CH:16][N:17]=[CH:18][CH:19]=2)=[N:13]1. The yield is 0.230.